This data is from NCI-60 drug combinations with 297,098 pairs across 59 cell lines. The task is: Regression. Given two drug SMILES strings and cell line genomic features, predict the synergy score measuring deviation from expected non-interaction effect. (1) Drug 1: C1=NC2=C(N1)C(=S)N=C(N2)N. Synergy scores: CSS=36.1, Synergy_ZIP=1.18, Synergy_Bliss=-0.396, Synergy_Loewe=-3.04, Synergy_HSA=1.22. Cell line: SF-295. Drug 2: C1=CN(C=N1)CC(O)(P(=O)(O)O)P(=O)(O)O. (2) Drug 1: C1=CC(=CC=C1CCCC(=O)O)N(CCCl)CCCl. Drug 2: CC12CCC3C(C1CCC2OP(=O)(O)O)CCC4=C3C=CC(=C4)OC(=O)N(CCCl)CCCl.[Na+]. Cell line: OVCAR-8. Synergy scores: CSS=3.81, Synergy_ZIP=-9.32, Synergy_Bliss=-11.6, Synergy_Loewe=-23.9, Synergy_HSA=-11.4. (3) Cell line: SK-OV-3. Synergy scores: CSS=24.4, Synergy_ZIP=5.85, Synergy_Bliss=10.0, Synergy_Loewe=-4.89, Synergy_HSA=8.48. Drug 1: CNC(=O)C1=CC=CC=C1SC2=CC3=C(C=C2)C(=NN3)C=CC4=CC=CC=N4. Drug 2: CC1=C(C(=CC=C1)Cl)NC(=O)C2=CN=C(S2)NC3=CC(=NC(=N3)C)N4CCN(CC4)CCO. (4) Drug 1: COC1=C(C=C2C(=C1)N=CN=C2NC3=CC(=C(C=C3)F)Cl)OCCCN4CCOCC4. Drug 2: C1=NC2=C(N1)C(=S)N=CN2. Cell line: SF-539. Synergy scores: CSS=17.8, Synergy_ZIP=-14.5, Synergy_Bliss=-19.2, Synergy_Loewe=-18.2, Synergy_HSA=-16.7. (5) Drug 2: C1=CC=C(C=C1)NC(=O)CCCCCCC(=O)NO. Drug 1: C1C(C(OC1N2C=C(C(=O)NC2=O)F)CO)O. Cell line: SF-295. Synergy scores: CSS=15.5, Synergy_ZIP=-6.02, Synergy_Bliss=1.61, Synergy_Loewe=-6.23, Synergy_HSA=1.13. (6) Drug 1: C(=O)(N)NO. Drug 2: CN(C(=O)NC(C=O)C(C(C(CO)O)O)O)N=O. Cell line: LOX IMVI. Synergy scores: CSS=5.22, Synergy_ZIP=-2.21, Synergy_Bliss=-2.90, Synergy_Loewe=-0.709, Synergy_HSA=-1.05. (7) Drug 1: CCCCC(=O)OCC(=O)C1(CC(C2=C(C1)C(=C3C(=C2O)C(=O)C4=C(C3=O)C=CC=C4OC)O)OC5CC(C(C(O5)C)O)NC(=O)C(F)(F)F)O. Drug 2: CC1C(C(CC(O1)OC2CC(CC3=C2C(=C4C(=C3O)C(=O)C5=C(C4=O)C(=CC=C5)OC)O)(C(=O)CO)O)N)O.Cl. Cell line: ACHN. Synergy scores: CSS=43.5, Synergy_ZIP=-2.56, Synergy_Bliss=-4.59, Synergy_Loewe=-6.44, Synergy_HSA=-3.21. (8) Drug 1: CC=C1C(=O)NC(C(=O)OC2CC(=O)NC(C(=O)NC(CSSCCC=C2)C(=O)N1)C(C)C)C(C)C. Drug 2: CCN(CC)CCNC(=O)C1=C(NC(=C1C)C=C2C3=C(C=CC(=C3)F)NC2=O)C. Cell line: KM12. Synergy scores: CSS=70.0, Synergy_ZIP=-4.15, Synergy_Bliss=-2.63, Synergy_Loewe=-3.03, Synergy_HSA=-0.0102. (9) Drug 1: CCCCC(=O)OCC(=O)C1(CC(C2=C(C1)C(=C3C(=C2O)C(=O)C4=C(C3=O)C=CC=C4OC)O)OC5CC(C(C(O5)C)O)NC(=O)C(F)(F)F)O. Drug 2: CN(C(=O)NC(C=O)C(C(C(CO)O)O)O)N=O. Cell line: KM12. Synergy scores: CSS=56.5, Synergy_ZIP=-1.14, Synergy_Bliss=0.484, Synergy_Loewe=-29.5, Synergy_HSA=0.210.